From a dataset of Forward reaction prediction with 1.9M reactions from USPTO patents (1976-2016). Predict the product of the given reaction. (1) The product is: [OH:1][C@@:2]1([C:9]#[C:10][C:11]2[CH:12]=[C:13]([C:17]3[N:22]=[C:21]([C:23]([NH2:33])=[O:24])[CH:20]=[C:19]([C:28]4[NH:32][N:31]=[CH:30][CH:29]=4)[N:18]=3)[CH:14]=[CH:15][CH:16]=2)[CH2:6][CH2:5][N:4]([CH3:7])[C:3]1=[O:8]. Given the reactants [OH:1][C@@:2]1([C:9]#[C:10][C:11]2[CH:12]=[C:13]([C:17]3[N:22]=[C:21]([C:23](OCC)=[O:24])[CH:20]=[C:19]([C:28]4[NH:32][N:31]=[CH:30][CH:29]=4)[N:18]=3)[CH:14]=[CH:15][CH:16]=2)[CH2:6][CH2:5][N:4]([CH3:7])[C:3]1=[O:8].[NH3:33], predict the reaction product. (2) Given the reactants [OH-].[Li+].[F:3][C:4]([F:32])([F:31])[C:5]1[N:6]=[CH:7][N:8]([C:10]2[CH:30]=[CH:29][C:13]([O:14][CH:15]([C:19]3[CH:28]=[CH:27][C:22]([C:23]([O:25]C)=[O:24])=[CH:21][CH:20]=3)[CH2:16][CH2:17][CH3:18])=[CH:12][CH:11]=2)[CH:9]=1.Cl, predict the reaction product. The product is: [F:32][C:4]([F:3])([F:31])[C:5]1[N:6]=[CH:7][N:8]([C:10]2[CH:11]=[CH:12][C:13]([O:14][CH:15]([C:19]3[CH:28]=[CH:27][C:22]([C:23]([OH:25])=[O:24])=[CH:21][CH:20]=3)[CH2:16][CH2:17][CH3:18])=[CH:29][CH:30]=2)[CH:9]=1. (3) The product is: [NH:11]1[C:10]2[CH:12]=[CH:13][CH:14]=[CH:15][C:9]=2[N:8]=[C:7]1[CH:4]1[CH2:3][CH2:2][N:1]([CH2:18][CH:17]([OH:16])[CH2:19][N:20]2[C:28]3[CH2:27][CH2:26][N:25]([C:29](=[O:31])[CH3:30])[CH2:24][C:23]=3[C:22]([C:32]3[CH:37]=[CH:36][C:35]([C:38]([F:41])([F:40])[F:39])=[CH:34][CH:33]=3)=[N:21]2)[CH2:6][CH2:5]1. Given the reactants [NH:1]1[CH2:6][CH2:5][CH:4]([C:7]2[NH:11][C:10]3[CH:12]=[CH:13][CH:14]=[CH:15][C:9]=3[N:8]=2)[CH2:3][CH2:2]1.[O:16]1[CH2:18][CH:17]1[CH2:19][N:20]1[C:28]2[CH2:27][CH2:26][N:25]([C:29](=[O:31])[CH3:30])[CH2:24][C:23]=2[C:22]([C:32]2[CH:37]=[CH:36][C:35]([C:38]([F:41])([F:40])[F:39])=[CH:34][CH:33]=2)=[N:21]1, predict the reaction product. (4) Given the reactants [F:1][C:2]([F:7])([F:6])[C:3]([OH:5])=[O:4].[F:8][C:9]([F:14])([F:13])[C:10]([OH:12])=[O:11].[NH:15]1[CH2:20][CH2:19][CH:18]([C:21]2[N:22]=[C:23]3[C:32]4[CH:33]=[CH:34][N:35]=[CH:36][C:31]=4[C:30]4[C:29](=[O:37])[NH:28][CH:27]=[CH:26][C:25]=4[N:24]3[CH:38]=2)[CH2:17][CH2:16]1.[CH:39]1([CH:42]=O)[CH2:41][CH2:40]1.C(N(CC)CC)C.C(O[BH-](OC(=O)C)OC(=O)C)(=O)C.[Na+], predict the reaction product. The product is: [F:1][C:2]([F:7])([F:6])[C:3]([OH:5])=[O:4].[F:8][C:9]([F:14])([F:13])[C:10]([OH:12])=[O:11].[CH:39]1([CH2:42][N:15]2[CH2:20][CH2:19][CH:18]([C:21]3[N:22]=[C:23]4[C:32]5[CH:33]=[CH:34][N:35]=[CH:36][C:31]=5[C:30]5[C:29](=[O:37])[NH:28][CH:27]=[CH:26][C:25]=5[N:24]4[CH:38]=3)[CH2:17][CH2:16]2)[CH2:41][CH2:40]1.